Dataset: Forward reaction prediction with 1.9M reactions from USPTO patents (1976-2016). Task: Predict the product of the given reaction. (1) Given the reactants Cl.[CH3:2][N:3]([CH3:33])[C:4]1([C:27]2[CH:32]=[CH:31][CH:30]=[CH:29][CH:28]=2)[CH2:9][CH2:8][CH:7]([CH2:10][CH2:11][NH:12][C:13]([NH:15][CH2:16][CH2:17][C:18]2[C:26]3[C:21](=[CH:22][CH:23]=[CH:24][CH:25]=3)[NH:20][CH:19]=2)=[S:14])[CH2:6][CH2:5]1.C[Si](C)(C)[Cl:36], predict the reaction product. The product is: [ClH:36].[CH3:33][N:3]([CH3:2])[C:4]1([C:27]2[CH:28]=[CH:29][CH:30]=[CH:31][CH:32]=2)[CH2:9][CH2:8][CH:7]([CH2:10][CH2:11][NH:12][C:13]([NH:15][CH2:16][CH2:17][C:18]2[C:26]3[C:21](=[CH:22][CH:23]=[CH:24][CH:25]=3)[NH:20][CH:19]=2)=[S:14])[CH2:6][CH2:5]1. (2) The product is: [NH2:20][CH:19]([CH2:18][C:15]1[CH:16]=[CH:17][C:12]([C:8]2[CH:9]=[CH:10][CH:11]=[C:6]([Cl:5])[CH:7]=2)=[CH:13][C:14]=1[F:21])[CH2:28][C:29]([O:31][CH2:32][CH3:33])=[O:30]. Given the reactants BrCCBr.[Cl:5][C:6]1[CH:7]=[C:8]([C:12]2[CH:17]=[CH:16][C:15]([CH2:18][C:19]#[N:20])=[C:14]([F:21])[CH:13]=2)[CH:9]=[CH:10][CH:11]=1.BrCC([O-])=O.Br[CH2:28][C:29]([O:31][CH2:32][CH3:33])=[O:30].C(O[BH-](OC(=O)C)OC(=O)C)(=O)C.[Na+], predict the reaction product. (3) Given the reactants [NH2:1][C:2]([NH2:4])=[O:3].[S:5]([O:10]C)([O:8][CH3:9])(=[O:7])=[O:6].S(=O)(=O)(O)O.CC(C)=O, predict the reaction product. The product is: [S:5]([OH:10])([OH:8])(=[O:7])=[O:6].[CH3:9][O:3][C:2](=[NH:4])[NH2:1]. (4) Given the reactants [Cl:1][C:2]1[S:6][C:5]([C:7]([NH:9][C:10]2[N:19]=[CH:18][CH:17]=[CH:16][C:11]=2[C:12]([O:14]C)=[O:13])=[O:8])=[CH:4][CH:3]=1.O.[OH-].[Li+], predict the reaction product. The product is: [Cl:1][C:2]1[S:6][C:5]([C:7]([NH:9][C:10]2[N:19]=[CH:18][CH:17]=[CH:16][C:11]=2[C:12]([OH:14])=[O:13])=[O:8])=[CH:4][CH:3]=1. (5) Given the reactants C(N(CC)CC)C.Br.[F:9][C:10]1[C:17]([OH:18])=[CH:16][CH:15]=[CH:14][C:11]=1[CH2:12][NH2:13].[NH2:19][C:20]1[N:28]=[CH:27][CH:26]=[CH:25][C:21]=1[C:22](O)=[O:23].CN([P+](ON1N=NC2C=CC=CC1=2)(N(C)C)N(C)C)C.F[P-](F)(F)(F)(F)F, predict the reaction product. The product is: [F:9][C:10]1[C:17]([OH:18])=[CH:16][CH:15]=[CH:14][C:11]=1[CH2:12][NH:13][C:22](=[O:23])[C:21]1[CH:25]=[CH:26][CH:27]=[N:28][C:20]=1[NH2:19]. (6) Given the reactants [C:1]([O:6][C@@H:7]([C:9]1[N:14]=[C:13](Cl)[CH:12]=[CH:11][N:10]=1)[CH3:8])(=[O:5])[CH2:2][CH2:3][CH3:4].C(N(CC)CC)C.[N:23]1([C:29]2[O:30][C:31]3[C:36]([N:37]=2)=[CH:35][CH:34]=[CH:33][N:32]=3)[CH2:28][CH2:27][NH:26][CH2:25][CH2:24]1, predict the reaction product. The product is: [C:1]([O:6][C@@H:7]([C:9]1[N:14]=[C:13]([N:26]2[CH2:25][CH2:24][N:23]([C:29]3[O:30][C:31]4[C:36]([N:37]=3)=[CH:35][CH:34]=[CH:33][N:32]=4)[CH2:28][CH2:27]2)[CH:12]=[CH:11][N:10]=1)[CH3:8])(=[O:5])[CH2:2][CH2:3][CH3:4]. (7) Given the reactants Br[CH:2]1[CH2:8][CH2:7][CH2:6][O:5][C:3]1=O.[OH:9][C:10]1[CH:15]=[CH:14][C:13]([C:16](=[S:18])[NH2:17])=[CH:12][C:11]=1[CH2:19][CH2:20][CH3:21], predict the reaction product. The product is: [S:18]1[C:2]2[CH2:8][CH2:7][CH2:6][O:5][C:3]=2[N:17]=[C:16]1[C:13]1[CH:14]=[CH:15][C:10]([OH:9])=[C:11]([CH2:19][CH2:20][CH3:21])[CH:12]=1. (8) Given the reactants Br[C:2]1[CH:3]=[CH:4][C:5]([N:15]([CH2:20][CH3:21])[CH2:16][CH:17]([CH3:19])[CH3:18])=[C:6](/[CH:8]=[CH:9]/[C:10]([O:12][CH2:13][CH3:14])=[O:11])[CH:7]=1.[CH2:22]([O:26][CH2:27][CH2:28][O:29][C:30]1[CH:35]=[CH:34][C:33](OB(O)O)=[CH:32][CH:31]=1)[CH2:23][CH2:24][CH3:25].C(=O)([O-])[O-].[K+].[K+], predict the reaction product. The product is: [CH2:22]([O:26][CH2:27][CH2:28][O:29][C:30]1[CH:31]=[CH:32][C:33]([C:2]2[CH:3]=[CH:4][C:5]([N:15]([CH2:20][CH3:21])[CH2:16][CH:17]([CH3:19])[CH3:18])=[C:6](/[CH:8]=[CH:9]/[C:10]([O:12][CH2:13][CH3:14])=[O:11])[CH:7]=2)=[CH:34][CH:35]=1)[CH2:23][CH2:24][CH3:25].